This data is from Microsomal clearance measurements from AstraZeneca. The task is: Regression/Classification. Given a drug SMILES string, predict its absorption, distribution, metabolism, or excretion properties. Task type varies by dataset: regression for continuous measurements (e.g., permeability, clearance, half-life) or binary classification for categorical outcomes (e.g., BBB penetration, CYP inhibition). For this dataset (clearance_microsome_az), we predict log10(clearance) (log10 of the in vitro intrinsic clearance, CLint, in uL/min per mg of human liver microsomal protein, equivalently mL/min/g; values are censored to the assay range of 3 to 150, which is 0.477 to 2.18 on this log10 scale). (1) The drug is CC/C(=C(/c1ccc(O)cc1)c1ccc(/C=C/C(=O)O)cc1)c1ccccc1. The log10(clearance) is 1.53. (2) The drug is O=c1[nH]c2c(O)ccc([C@@H](O)CNCCCSCCOCCc3ccccc3)c2s1. The log10(clearance) is 1.52. (3) The compound is COc1ccc(C=NN=Cc2ccc(OC)c(OC)c2)cc1OC. The log10(clearance) is 1.28. (4) The drug is CCCC1CCCCC(N)=N1. The log10(clearance) is 0.480. (5) The molecule is O=C(NS(=O)(=O)Cc1ccccc1)N1CCC(N2CCC(Oc3ccc(Cl)c(Cl)c3)CC2)CC1. The log10(clearance) is 0.480. (6) The drug is C[C@H]1CN(Cc2nnc(-c3cc(-c4cccc5[nH]ccc45)cc4[nH]ncc34)o2)C[C@@H](C)O1. The log10(clearance) is 2.03. (7) The compound is CCc1c2c(nc3ccc(OC(=O)N4CCC(N5CCCCC5)CC4)cc13)-c1cc3c(c(=O)n1C2)COC(=O)[C@]3(O)CC. The log10(clearance) is 1.13. (8) The drug is N=C(N)c1cc2c(OCc3ccccc3)cccc2s1. The log10(clearance) is 1.04.